This data is from Reaction yield outcomes from USPTO patents with 853,638 reactions. The task is: Predict the reaction yield, written as a fraction of the theoretical maximum amount of product (1.0 means a 100% yield; for example, 0.34 means a 34% yield). (1) The reactants are N1C=CC=CC=1.[CH:7]([C:9]1[CH:14]=[CH:13][C:12](B(O)O)=[CH:11][CH:10]=1)=[O:8].[NH:18]1[CH:22]=[CH:21][CH:20]=[N:19]1. The catalyst is O1CCOCC1.C([O-])(=O)C.[Cu+2].C([O-])(=O)C. The product is [CH:7]([C:9]1[CH:14]=[CH:13][C:12]([N:18]2[CH:22]=[CH:21][CH:20]=[N:19]2)=[CH:11][CH:10]=1)=[O:8]. The yield is 0.660. (2) The reactants are [Cl:1][C:2]1[C:3]2[N:4]([C:8]([C:11]3([OH:21])[CH2:19][CH2:18][CH2:17][C:16]4[N:15]([CH3:20])[N:14]=[CH:13][C:12]3=4)=[N:9][CH:10]=2)[CH:5]=[CH:6][N:7]=1.C1C(=O)N([Br:29])C(=O)C1. The catalyst is CN(C=O)C.O. The product is [Br:29][C:10]1[N:9]=[C:8]([C:11]2([OH:21])[CH2:19][CH2:18][CH2:17][C:16]3[N:15]([CH3:20])[N:14]=[CH:13][C:12]2=3)[N:4]2[CH:5]=[CH:6][N:7]=[C:2]([Cl:1])[C:3]=12. The yield is 0.680. (3) The reactants are [ClH:1].O1[CH2:7][CH2:6][O:5][CH2:4][CH2:3]1.[CH3:8][NH:9][C:10]([C:12]1[N:13]=[C:14]([N:17]2[CH2:22][CH2:21][N:20](C(OC(C)(C)C)=O)[CH2:19][CH:18]2COC2C=NC=CC=2)[S:15][CH:16]=1)=[O:11]. The catalyst is CO. The product is [ClH:1].[ClH:1].[CH3:8][NH:9][C:10]([C:12]1[N:13]=[C:14]([N:17]2[CH2:22][CH2:21][NH:20][CH2:19][CH:18]2[CH2:7][CH2:6][O:5][C:4]2[CH:3]=[N:9][CH:10]=[CH:12][CH:16]=2)[S:15][CH:16]=1)=[O:11]. The yield is 0.970. (4) The reactants are [N:1]1[CH:6]=[CH:5][CH:4]=[CH:3][N:2]=1.[C:7]1([CH2:13]C(O)=O)[CH:12]=[CH:11][CH:10]=[CH:9][CH:8]=1. The catalyst is OS(O)(=O)=O.O.[N+]([O-])([O-])=O.[Ag+]. The product is [CH2:13]([C:5]1[CH:4]=[CH:3][N:2]=[N:1][CH:6]=1)[C:7]1[CH:12]=[CH:11][CH:10]=[CH:9][CH:8]=1. The yield is 0.220.